This data is from Retrosynthesis with 50K atom-mapped reactions and 10 reaction types from USPTO. The task is: Predict the reactants needed to synthesize the given product. (1) Given the product CCCC1CCC(C2CCC(CCc3ccc(OCC)c(F)c3C(F)F)CC2)CC1, predict the reactants needed to synthesize it. The reactants are: CCCC1CCC(C2CCC(C=Cc3ccc(OCC)c(F)c3C(F)F)CC2)CC1. (2) The reactants are: Cc1cc(NC(=O)NC2CCNC2)c2ccccc2n1.O=Cc1cccc(B(O)O)c1. Given the product Cc1cc(NC(=O)NC2CCN(Cc3cccc(B(O)O)c3)C2)c2ccccc2n1, predict the reactants needed to synthesize it.